From a dataset of Catalyst prediction with 721,799 reactions and 888 catalyst types from USPTO. Predict which catalyst facilitates the given reaction. (1) Reactant: [NH2:1][C:2]1[C:3]2[C:10]([CH3:11])=[CH:9][N:8]([C@@H:12]3[O:16][C@@:15]([CH2:19][OH:20])([C:17]#[CH:18])[C@@H:14]([O:21][Si](C(C)(C)C)(C)C)[CH2:13]3)[C:4]=2[N:5]=[CH:6][N:7]=1.O.C(=O)(O)[O-].[NH4+].C(#N)C. Product: [NH2:1][C:2]1[C:3]2[C:10]([CH3:11])=[CH:9][N:8]([C@@H:12]3[O:16][C@:15]([C:17]#[CH:18])([CH2:19][OH:20])[C@@H:14]([OH:21])[CH2:13]3)[C:4]=2[N:5]=[CH:6][N:7]=1. The catalyst class is: 1. (2) Reactant: [OH:1][CH2:2][CH2:3][CH:4]1[CH2:9][CH2:8][NH:7][CH2:6][CH2:5]1.[C:10](O[C:10]([O:12][C:13]([CH3:16])([CH3:15])[CH3:14])=[O:11])([O:12][C:13]([CH3:16])([CH3:15])[CH3:14])=[O:11].C(N(CC)CC)C. Product: [C:13]([O:12][C:10]([N:7]1[CH2:8][CH2:9][CH:4]([CH2:3][CH2:2][OH:1])[CH2:5][CH2:6]1)=[O:11])([CH3:16])([CH3:15])[CH3:14]. The catalyst class is: 2. (3) Reactant: [Cl:1][C:2]1[CH:3]=[C:4]2[C:8](=[CH:9][CH:10]=1)[NH:7][CH:6]=[CH:5]2.CN(C=O)C.[H-].[Na+].Br[CH2:19][CH2:20][CH2:21][CH2:22][CH2:23][O:24][C:25]1[C:26](=[O:40])[CH:27]=[C:28]([C:31]([CH3:39])([CH3:38])[O:32][SiH2:33][C:34]([CH3:37])([CH3:36])[CH3:35])[O:29][CH:30]=1. Product: [C:34]([SiH2:33][O:32][C:31]([CH3:38])([CH3:39])[C:28]1[O:29][CH:30]=[C:25]([O:24][CH2:23][CH2:22][CH2:21][CH2:20][CH2:19][N:7]2[C:8]3[C:4](=[CH:3][C:2]([Cl:1])=[CH:10][CH:9]=3)[CH:5]=[CH:6]2)[C:26](=[O:40])[CH:27]=1)([CH3:37])([CH3:36])[CH3:35]. The catalyst class is: 6. (4) Reactant: [CH3:1][C@@H:2]1[NH:8][CH2:7][C:6]2[CH:9]=[CH:10][C:11]([C:13]([O:15][CH3:16])=[O:14])=[CH:12][C:5]=2[O:4][CH2:3]1.Br[C:18]1[CH:23]=[CH:22][CH:21]=[CH:20][C:19]=1[CH3:24].C([O-])([O-])=O.[Cs+].[Cs+].C1C=CC(P(C2C(C3C(P(C4C=CC=CC=4)C4C=CC=CC=4)=CC=C4C=3C=CC=C4)=C3C(C=CC=C3)=CC=2)C2C=CC=CC=2)=CC=1. Product: [CH3:1][C@@H:2]1[N:8]([C:18]2[CH:23]=[CH:22][CH:21]=[CH:20][C:19]=2[CH3:24])[CH2:7][C:6]2[CH:9]=[CH:10][C:11]([C:13]([O:15][CH3:16])=[O:14])=[CH:12][C:5]=2[O:4][CH2:3]1. The catalyst class is: 222. (5) Reactant: C(=O)([O-])[O-].[K+].[K+].[CH2:7]([C@@H:9]1[O:11][CH2:10]1)Cl.[C:12]([C:14]1[CH:19]=[CH:18][C:17]([OH:20])=[CH:16][CH:15]=1)#[N:13]. Product: [O:11]1[CH2:10][C@H:9]1[CH2:7][O:20][C:17]1[CH:18]=[CH:19][C:14]([C:12]#[N:13])=[CH:15][CH:16]=1. The catalyst class is: 23.